Dataset: Merck oncology drug combination screen with 23,052 pairs across 39 cell lines. Task: Regression. Given two drug SMILES strings and cell line genomic features, predict the synergy score measuring deviation from expected non-interaction effect. Drug 1: COc1cc(C2c3cc4c(cc3C(OC3OC5COC(C)OC5C(O)C3O)C3COC(=O)C23)OCO4)cc(OC)c1O. Drug 2: Cn1c(=O)n(-c2ccc(C(C)(C)C#N)cc2)c2c3cc(-c4cnc5ccccc5c4)ccc3ncc21. Cell line: DLD1. Synergy scores: synergy=-1.14.